This data is from Reaction yield outcomes from USPTO patents with 853,638 reactions. The task is: Predict the reaction yield, written as a fraction of the theoretical maximum amount of product (1.0 means a 100% yield; for example, 0.34 means a 34% yield). (1) The reactants are C(OC(=O)C[C@@H](N1C=[CH:28][C:27]([C:30]2[CH:35]=[CH:34][C:33]([C:36]3[CH:41]=[CH:40][CH:39]=[CH:38][CH:37]=3)=[CH:32][CH:31]=2)=[CH:26]1)C(N[C@@H](CC1C=CC=CC=1)CO)=O)C1C=CC=CC=1.[CH2:43]([O:50][C:51](=[O:72])[CH2:52][C@@H:53]([NH:64][C:65](OC(C)(C)C)=O)[C:54]([NH:56][C@@H:57]1[CH2:62][CH2:61][CH2:60][CH2:59][C@H:58]1[OH:63])=[O:55])[C:44]1[CH:49]=[CH:48][CH:47]=[CH:46][CH:45]=1.C1(C2C=CC=CC=2)C=CC(C2CC(OC)OC2OC)=CC=1. The catalyst is C(O)(=O)C. The product is [CH2:43]([O:50][C:51](=[O:72])[CH2:52][C@@H:53]([N:64]1[CH:65]=[CH:26][C:27]([C:30]2[CH:35]=[CH:34][C:33]([C:36]3[CH:41]=[CH:40][CH:39]=[CH:38][CH:37]=3)=[CH:32][CH:31]=2)=[CH:28]1)[C:54]([NH:56][C@@H:57]1[CH2:62][CH2:61][CH2:60][CH2:59][C@H:58]1[OH:63])=[O:55])[C:44]1[CH:45]=[CH:46][CH:47]=[CH:48][CH:49]=1. The yield is 0.410. (2) The reactants are [CH:1]([CH:4]1[C:9](=[O:10])[N:8]([CH3:11])[C:7]2[CH:12]=[C:13]([C:37]#[N:38])[CH:14]=[C:15]([C:16]3[C:17]4[CH:26]=[CH:25][N:24](S(C5C=CC(C)=CC=5)(=O)=O)[C:18]=4[C:19](=[O:23])[N:20]([CH3:22])[CH:21]=3)[C:6]=2[O:5]1)([CH3:3])[CH3:2]. The catalyst is C(O)C.[OH-].[Na+].O. The product is [CH:1]([CH:4]1[C:9](=[O:10])[N:8]([CH3:11])[C:7]2[CH:12]=[C:13]([C:37]#[N:38])[CH:14]=[C:15]([C:16]3[C:17]4[CH:26]=[CH:25][NH:24][C:18]=4[C:19](=[O:23])[N:20]([CH3:22])[CH:21]=3)[C:6]=2[O:5]1)([CH3:3])[CH3:2]. The yield is 0.260. (3) The reactants are Br[C:2]1[C:3]2[N:4]([C:9]([C:19]3[CH:24]=[CH:23][N:22]=[C:21]([OH:25])[N:20]=3)=[C:10]([C:12]3[CH:17]=[CH:16][CH:15]=[C:14]([CH3:18])[N:13]=3)[N:11]=2)[CH:5]=[C:6]([CH3:8])[CH:7]=1.[NH:26]1[CH2:31][CH2:30][O:29][CH2:28][CH2:27]1.CC([O-])(C)C.[Na+].C1(P(C2CCCCC2)C2C=CC=CC=2C2C=CC=CC=2N(C)C)CCCCC1. The catalyst is O1CCOCC1.CC([O-])=O.CC([O-])=O.[Pd+2]. The product is [CH3:8][C:6]1[CH:7]=[C:2]([N:26]2[CH2:31][CH2:30][O:29][CH2:28][CH2:27]2)[C:3]2[N:4]([C:9]([C:19]3[CH:24]=[CH:23][N:22]=[C:21]([OH:25])[N:20]=3)=[C:10]([C:12]3[CH:17]=[CH:16][CH:15]=[C:14]([CH3:18])[N:13]=3)[N:11]=2)[CH:5]=1. The yield is 0.100. (4) The reactants are [Br:1][C:2]1[CH:3]=[C:4]2[C:9](=[CH:10][CH:11]=1)[C:8](=[O:12])[NH:7][C:6](=[O:13])[C:5]2=[CH:14]OC.CN(C)C=O.[CH2:22]([N:24]([CH2:30][CH3:31])[CH2:25][CH2:26][CH2:27][CH2:28][NH2:29])[CH3:23]. The catalyst is CCOCC. The product is [Br:1][C:2]1[CH:3]=[C:4]2[C:9](=[CH:10][CH:11]=1)[C:8](=[O:12])[NH:7][C:6](=[O:13])/[C:5]/2=[CH:14]\[NH:29][CH2:28][CH2:27][CH2:26][CH2:25][N:24]([CH2:30][CH3:31])[CH2:22][CH3:23]. The yield is 0.260. (5) The catalyst is CN(C=O)C. The yield is 0.726. The product is [NH2:1][C:2]1[C:7]2=[C:8]([Br:21])[CH:9]=[C:10]([CH2:11][CH2:12][OH:13])[N:6]2[N:5]=[CH:4][N:3]=1. The reactants are [NH2:1][C:2]1[C:7]2=[CH:8][CH:9]=[C:10]([CH2:11][CH2:12][OH:13])[N:6]2[N:5]=[CH:4][N:3]=1.CC(O)C.C(=O)=O.[Br:21]N1C(C)(C)C(=O)N(Br)C1=O. (6) The catalyst is C1(C)C=CC=CC=1.CO.O.COCCO. The yield is 0.760. The product is [OH:1][C:2]1[N:7]=[C:6]([C:8]2[CH:13]=[CH:12][CH:11]=[CH:10][C:9]=2[O:14][CH3:15])[N:5]([CH2:16][C:17]2[CH:22]=[CH:21][CH:20]=[CH:19][CH:18]=2)[C:4](=[O:23])[C:3]=1[C:34]([NH:41][CH2:55][C:56]([OH:58])=[O:57])=[O:43]. The reactants are [OH:1][C:2]1[N:7]=[C:6]([C:8]2[CH:13]=[CH:12][CH:11]=[CH:10][C:9]=2[O:14][CH3:15])[N:5]([CH2:16][C:17]2[CH:22]=[CH:21][CH:20]=[CH:19][CH:18]=2)[C:4](=[O:23])[CH:3]=1.[Cl-].C[Al+]C.CCCCCC.[CH2:34]([NH2:41])C1C=CC=CC=1.C[O:43]C1C=CC=CC=1C#N.[OH-].[Na+].C(OCC)(=O)[CH2:55][C:56]([O:58]CC)=[O:57].C[O-].[Na+].Cl. (7) The reactants are [S:1]1[C:5]2[CH:6]=[CH:7][CH:8]=[CH:9][C:4]=2[N:3]=[C:2]1[NH2:10].[I:11][CH2:12][CH2:13][CH2:14][CH3:15]. No catalyst specified. The product is [IH:11].[CH2:12]([N:3]1[C:4]2[CH:9]=[CH:8][CH:7]=[CH:6][C:5]=2[S:1][C:2]1=[NH:10])[CH2:13][CH2:14][CH3:15]. The yield is 0.630.